Dataset: Forward reaction prediction with 1.9M reactions from USPTO patents (1976-2016). Task: Predict the product of the given reaction. (1) Given the reactants C(OC(=O)[NH:7][C@@H:8]([C:35]1[CH:40]=[CH:39][CH:38]=[CH:37][CH:36]=1)[C:9]([N:11]1[C@H:16]([C:17](=[O:29])[NH:18][C@H:19]2[C:28]3[C:23](=[CH:24][CH:25]=[CH:26][CH:27]=3)[O:22][CH2:21][CH2:20]2)[CH2:15][N:14]2[CH2:30][C:31]([F:34])([F:33])[CH2:32][C@@H:13]2[CH2:12]1)=[O:10])(C)(C)C.[ClH:42].COC1CCCC1, predict the reaction product. The product is: [ClH:42].[ClH:42].[NH2:7][C@@H:8]([C:35]1[CH:40]=[CH:39][CH:38]=[CH:37][CH:36]=1)[C:9]([N:11]1[C@H:16]([C:17]([NH:18][C@H:19]2[C:28]3[C:23](=[CH:24][CH:25]=[CH:26][CH:27]=3)[O:22][CH2:21][CH2:20]2)=[O:29])[CH2:15][N:14]2[CH2:30][C:31]([F:33])([F:34])[CH2:32][C@@H:13]2[CH2:12]1)=[O:10]. (2) Given the reactants [Cl:1][C:2]1[C:3]([CH3:18])=[C:4]([N:11]2[C:15](=[O:16])[N:14]([CH3:17])[N:13]=[N:12]2)[CH:5]=[C:6]([N+:8]([O-])=O)[CH:7]=1.O.O.Cl[Sn]Cl, predict the reaction product. The product is: [NH2:8][C:6]1[CH:7]=[C:2]([Cl:1])[C:3]([CH3:18])=[C:4]([N:11]2[C:15](=[O:16])[N:14]([CH3:17])[N:13]=[N:12]2)[CH:5]=1. (3) Given the reactants FC(F)(F)C(O)=O.[C:8]([C:10]1[CH:22]=[C:21]([O:23][CH:24]([CH3:26])[CH3:25])[CH:20]=[CH:19][C:11]=1[C:12]([O:14]C(C)(C)C)=[O:13])#[N:9], predict the reaction product. The product is: [C:8]([C:10]1[CH:22]=[C:21]([O:23][CH:24]([CH3:26])[CH3:25])[CH:20]=[CH:19][C:11]=1[C:12]([OH:14])=[O:13])#[N:9]. (4) Given the reactants [CH2:1]([O:3][C:4](=[O:18])[C:5](=[O:17])[NH:6][C:7]1[CH:8]=[CH:9][CH:10]=[C:11]2[C:16]=1[N:15]=[CH:14][CH:13]=[CH:12]2)[CH3:2].[Br:19]Br, predict the reaction product. The product is: [CH2:1]([O:3][C:4](=[O:18])[C:5]([NH:6][C:7]1[CH:8]=[CH:9][C:10]([Br:19])=[C:11]2[C:16]=1[N:15]=[CH:14][CH:13]=[CH:12]2)=[O:17])[CH3:2].